This data is from Forward reaction prediction with 1.9M reactions from USPTO patents (1976-2016). The task is: Predict the product of the given reaction. (1) Given the reactants [CH3:1][CH:2]1[CH2:7][NH:6][CH:5]([CH3:8])[CH2:4][N:3]1[C:9]1[C:10]2[C:17]([CH3:18])=[CH:16][NH:15][C:11]=2[N:12]=[CH:13][N:14]=1.C[C@H]1CN[C@H](C)CN1.C(N(CC)C(C)C)(C)C.ClC1C2C(C)=CNC=2N=CN=1, predict the reaction product. The product is: [CH3:1][C@H:2]1[CH2:7][NH:6][C@H:5]([CH3:8])[CH2:4][N:3]1[C:9]1[C:10]2[C:17]([CH3:18])=[CH:16][NH:15][C:11]=2[N:12]=[CH:13][N:14]=1. (2) The product is: [NH2:1][N:2]1[C:11](=[O:12])[C:10]2[C:5](=[C:6]([CH3:31])[C:7]([N:29]3[CH2:30][CH:27]([OH:26])[CH2:28]3)=[C:8]([F:13])[CH:9]=2)[N:4]([CH:16]2[CH2:21][CH2:20]2)[C:3]1=[O:25]. Given the reactants [NH2:1][N:2]1[C:11](=[O:12])[C:10]2[C:5](=[C:6](Cl)[C:7](F)=[C:8]([F:13])[CH:9]=2)[N:4]([C:16]2[C:21](F)=[CH:20]C(F)=C(N)N=2)[C:3]1=[O:25].[OH:26][CH:27]1[CH2:30][NH:29][CH2:28]1.[CH2:31](N(CC)CC)C, predict the reaction product. (3) Given the reactants [C:1]([OH:15])(=[O:14])[CH2:2][CH2:3][NH:4][C:5](=[O:13])[C@@H:6]([C:8]([CH2:11][OH:12])([CH3:10])[CH3:9])[OH:7].[Ca].[Mg:17].[C:18]([O-:32])(=[O:31])[CH2:19][CH2:20][NH:21][C:22](=[O:30])[C@@H:23]([C:25]([CH2:28][OH:29])([CH3:27])[CH3:26])[OH:24].[Ca+2].[C:18]([O-:32])(=[O:31])[CH2:19][CH2:20][NH:21][C:22](=[O:30])[C@@H:23]([C:25]([CH2:28][OH:29])([CH3:27])[CH3:26])[OH:24], predict the reaction product. The product is: [C:1]([O-:15])(=[O:14])[CH2:2][CH2:3][NH:4][C:5](=[O:13])[C@@H:6]([C:8]([CH2:11][OH:12])([CH3:10])[CH3:9])[OH:7].[Mg+2:17].[C:18]([O-:32])(=[O:31])[CH2:19][CH2:20][NH:21][C:22](=[O:30])[C@@H:23]([C:25]([CH2:28][OH:29])([CH3:27])[CH3:26])[OH:24]. (4) Given the reactants [CH2:1]([O:8][C:9]1[CH:16]=[CH:15][C:12]([CH:13]=[O:14])=[C:11]([CH3:17])[CH:10]=1)[C:2]1[CH:7]=[CH:6][CH:5]=[CH:4][CH:3]=1.P([O-])(O)(O)=[O:19].[Na+].S(=O)(=O)(O)N.Cl([O-])=O.[Na+].S([O-])([O-])=O.[Na+].[Na+].Cl, predict the reaction product. The product is: [CH2:1]([O:8][C:9]1[CH:16]=[CH:15][C:12]([C:13]([OH:19])=[O:14])=[C:11]([CH3:17])[CH:10]=1)[C:2]1[CH:3]=[CH:4][CH:5]=[CH:6][CH:7]=1. (5) Given the reactants [N+:1]([C:4]1[CH:9]=[CH:8][C:7]([N:10]2[CH2:15][CH2:14][N:13]([CH2:16][CH2:17][NH2:18])[CH2:12][CH2:11]2)=[CH:6][CH:5]=1)([O-:3])=[O:2].[C:19]([N:23]1[C:27]([CH2:28][CH:29]([CH3:31])[CH3:30])=[CH:26][C:25]([CH:32]=O)=[N:24]1)([CH3:22])([CH3:21])[CH3:20], predict the reaction product. The product is: [C:19]([N:23]1[C:27]([CH2:28][CH:29]([CH3:30])[CH3:31])=[CH:26][C:25]([CH2:32][NH:18][CH2:17][CH2:16][N:13]2[CH2:12][CH2:11][N:10]([C:7]3[CH:6]=[CH:5][C:4]([N+:1]([O-:3])=[O:2])=[CH:9][CH:8]=3)[CH2:15][CH2:14]2)=[N:24]1)([CH3:22])([CH3:21])[CH3:20].